This data is from Reaction yield outcomes from USPTO patents with 853,638 reactions. The task is: Predict the reaction yield, written as a fraction of the theoretical maximum amount of product (1.0 means a 100% yield; for example, 0.34 means a 34% yield). (1) The reactants are [C:1]([O:5][C:6](=[O:25])[N:7]([CH2:9][C:10]1[CH:14]=[C:13](Br)[N:12]([S:16]([C:19]2[CH:20]=[N:21][CH:22]=[CH:23][CH:24]=2)(=[O:18])=[O:17])[CH:11]=1)[CH3:8])([CH3:4])([CH3:3])[CH3:2].[F:26][C:27]1[CH:32]=[CH:31][CH:30]=[C:29]([O:33][CH3:34])[C:28]=1B(O)O.C(=O)([O-])O.[Na+].COCCOC. The catalyst is C1C=CC([P]([Pd]([P](C2C=CC=CC=2)(C2C=CC=CC=2)C2C=CC=CC=2)([P](C2C=CC=CC=2)(C2C=CC=CC=2)C2C=CC=CC=2)[P](C2C=CC=CC=2)(C2C=CC=CC=2)C2C=CC=CC=2)(C2C=CC=CC=2)C2C=CC=CC=2)=CC=1.O. The product is [C:1]([O:5][C:6](=[O:25])[N:7]([CH2:9][C:10]1[CH:14]=[C:13]([C:28]2[C:29]([O:33][CH3:34])=[CH:30][CH:31]=[CH:32][C:27]=2[F:26])[N:12]([S:16]([C:19]2[CH:20]=[N:21][CH:22]=[CH:23][CH:24]=2)(=[O:18])=[O:17])[CH:11]=1)[CH3:8])([CH3:4])([CH3:3])[CH3:2]. The yield is 0.210. (2) The reactants are Cl[CH2:2][CH2:3][NH:4][C:5]([NH:7][C:8]1[CH:13]=[CH:12][C:11]([C:14]#[C:15][C:16]2[N:17]([CH2:29][CH3:30])[C:18]3[C:23]([C:24]=2[C:25]#[N:26])=[CH:22][CH:21]=[C:20]([O:27][CH3:28])[CH:19]=3)=[CH:10][CH:9]=1)=[O:6].C([O-])([O-])=O.[K+].[K+].CN(C=O)C. The catalyst is CCOC(C)=O. The product is [CH2:29]([N:17]1[C:18]2[C:23](=[CH:22][CH:21]=[C:20]([O:27][CH3:28])[CH:19]=2)[C:24]([C:25]#[N:26])=[C:16]1[C:15]#[C:14][C:11]1[CH:12]=[CH:13][C:8]([N:7]2[CH2:2][CH2:3][NH:4][C:5]2=[O:6])=[CH:9][CH:10]=1)[CH3:30]. The yield is 0.940. (3) The reactants are [F:1][C:2]1[CH:7]=[CH:6][C:5]([N:8]2[CH2:17][CH2:16][C:15]3[C:10](=[CH:11][CH:12]=[C:13]([O:18][CH2:19][C:20]4[CH:25]=[CH:24][CH:23]=[CH:22][CH:21]=4)[CH:14]=3)[CH:9]2[CH2:26][C:27]2[CH:32]=[CH:31][C:30](/[CH:33]=[CH:34]/[C:35](O)=[O:36])=[CH:29][CH:28]=2)=[CH:4][CH:3]=1.Cl.[CH2:39]([O:46][NH2:47])[C:40]1[CH:45]=[CH:44][CH:43]=[CH:42][CH:41]=1. The catalyst is CN(C1C=CN=CC=1)C. The product is [F:1][C:2]1[CH:3]=[CH:4][C:5]([N:8]2[CH2:17][CH2:16][C:15]3[C:10](=[CH:11][CH:12]=[C:13]([O:18][CH2:19][C:20]4[CH:25]=[CH:24][CH:23]=[CH:22][CH:21]=4)[CH:14]=3)[CH:9]2[CH2:26][C:27]2[CH:28]=[CH:29][C:30](/[CH:33]=[CH:34]/[C:35]([NH:47][O:46][CH2:39][C:40]3[CH:45]=[CH:44][CH:43]=[CH:42][CH:41]=3)=[O:36])=[CH:31][CH:32]=2)=[CH:6][CH:7]=1. The yield is 0.730. (4) The reactants are [C:1]([O:5][C:6]([NH:8][C@@H:9]1[C:23](=[O:24])[N:22]2[CH2:25][C@@H:26]([OH:28])[CH2:27][C@H:21]2[C:20](=[O:29])[NH:19][C@:18]2([C:31]([O:33][CH2:34][CH3:35])=[O:32])[CH2:30][C@H:17]2[CH2:16][C:15]([F:37])([F:36])[CH2:14][CH2:13][CH2:12][CH2:11][CH2:10]1)=[O:7])([CH3:4])([CH3:3])[CH3:2].O[C:39]1[CH:48]=[N:47][C:46]2[C:41](=[CH:42][CH:43]=[CH:44][CH:45]=2)[N:40]=1.C1(P(C2C=CC=CC=2)C2C=CC=CC=2)C=CC=CC=1.CC(OC(/N=N/C(OC(C)C)=O)=O)C. The catalyst is ClCCl.O1CCCC1. The product is [C:1]([O:5][C:6]([NH:8][C@@H:9]1[C:23](=[O:24])[N:22]2[CH2:25][C@H:26]([O:28][C:39]3[CH:48]=[N:47][C:46]4[C:41](=[CH:42][CH:43]=[CH:44][CH:45]=4)[N:40]=3)[CH2:27][C@H:21]2[C:20](=[O:29])[NH:19][C@:18]2([C:31]([O:33][CH2:34][CH3:35])=[O:32])[CH2:30][C@H:17]2[CH2:16][C:15]([F:36])([F:37])[CH2:14][CH2:13][CH2:12][CH2:11][CH2:10]1)=[O:7])([CH3:2])([CH3:4])[CH3:3]. The yield is 0.618. (5) The reactants are C([Li])(C)(C)C.Br[C:7]1[CH:12]=[CH:11][N:10]=[C:9]([O:13][CH2:14][C:15]([F:18])([F:17])F)[CH:8]=1.[Br:19][C:20]1[CH:21]=[C:22]([C:26]([C:34]2[C:35]([C:40]#[N:41])=[N:36][CH:37]=[CH:38][CH:39]=2)=[N:27]S(C(C)(C)C)=O)[CH:23]=[CH:24][CH:25]=1.Cl. The catalyst is C1COCC1. The product is [Br:19][C:20]1[CH:21]=[C:22]([C:26]2([C:7]3[CH:12]=[CH:11][N:10]=[C:9]([O:13][CH:14]=[C:15]([F:17])[F:18])[CH:8]=3)[C:34]3[C:35](=[N:36][CH:37]=[CH:38][CH:39]=3)[C:40]([NH2:41])=[N:27]2)[CH:23]=[CH:24][CH:25]=1. The yield is 0.0700. (6) The reactants are N[C:2]1[C:6]([C:7]#[N:8])=[C:5]([S:9][CH3:10])[S:4][C:3]=1[C:11]([O:13][CH2:14][CH3:15])=[O:12].[I:16]CI.N(OCCC(C)C)=O. The catalyst is C(#N)C.CCCCCC. The product is [C:7]([C:6]1[C:2]([I:16])=[C:3]([C:11]([O:13][CH2:14][CH3:15])=[O:12])[S:4][C:5]=1[S:9][CH3:10])#[N:8]. The yield is 0.450. (7) The reactants are [Cl:1][C:2]1[CH:3]=[C:4]([NH:16][C:17]2[N:21]=[C:20]([NH2:22])[NH:19][N:18]=2)[CH:5]=[C:6]([Cl:15])[C:7]=1[S:8][C:9]1[CH:14]=[CH:13][CH:12]=[CH:11][CH:10]=1.CO.[OH:25]OS([O-])=O.[K+]. The catalyst is O.C(OCC)(=O)C.CC(C)=O. The product is [C:9]1([S:8]([C:7]2[C:2]([Cl:1])=[CH:3][C:4]([NH:16][C:17]3[N:21]=[C:20]([NH2:22])[NH:19][N:18]=3)=[CH:5][C:6]=2[Cl:15])=[O:25])[CH:10]=[CH:11][CH:12]=[CH:13][CH:14]=1. The yield is 0.0570.